Dataset: TCR-epitope binding with 47,182 pairs between 192 epitopes and 23,139 TCRs. Task: Binary Classification. Given a T-cell receptor sequence (or CDR3 region) and an epitope sequence, predict whether binding occurs between them. (1) The epitope is VLAWLYAAV. The TCR CDR3 sequence is CASSLWVTEAFF. Result: 1 (the TCR binds to the epitope). (2) The TCR CDR3 sequence is CASSLGGGPADEQYF. Result: 0 (the TCR does not bind to the epitope). The epitope is GMFNMLSTVLGVS. (3) The epitope is GLIYNRMGAVTTEV. The TCR CDR3 sequence is CSVEESGLAGNTGELFF. Result: 0 (the TCR does not bind to the epitope). (4) The epitope is DPFRLLQNSQVFS. The TCR CDR3 sequence is CASSYSPNTGELFF. Result: 0 (the TCR does not bind to the epitope). (5) The epitope is KTWGQYWQV. The TCR CDR3 sequence is CASSVEGIDEKLFF. Result: 0 (the TCR does not bind to the epitope). (6) The TCR CDR3 sequence is CASSESEGAGIFNEQFF. Result: 0 (the TCR does not bind to the epitope). The epitope is NEGVKAAW. (7) The epitope is GLIYNRMGAVTTEV. The TCR CDR3 sequence is CASSLYTEAFF. Result: 1 (the TCR binds to the epitope). (8) The epitope is FLKEKGGL. The TCR CDR3 sequence is CASSFGGASADEQFF. Result: 0 (the TCR does not bind to the epitope). (9) The epitope is GTSGSPIINR. The TCR CDR3 sequence is CASSLGAGVQETQYF. Result: 1 (the TCR binds to the epitope).